Dataset: Tox21: 12 toxicity assays (nuclear receptors and stress response pathways). Task: Binary classification across 12 toxicity assays. (1) The compound is COc1cc2c(N3CCN(C(=O)Nc4ccc(OC(C)C)cc4)CC3)ncnc2cc1OCCCN1CCCCC1. It tested positive (active) for: SR-ARE (Antioxidant Response Element (oxidative stress)), and SR-p53 (p53 tumor suppressor activation). (2) The drug is CCCCOP(=O)(O)OCCCC. It tested positive (active) for: NR-ER (Estrogen Receptor agonist activity). (3) The molecule is N=C1NC(=N)c2cc3ccccc3cc21. It tested positive (active) for: NR-AR-LBD (Androgen Receptor Ligand Binding Domain agonist), NR-AhR (Aryl hydrocarbon Receptor agonist activity), SR-ARE (Antioxidant Response Element (oxidative stress)), SR-ATAD5 (ATAD5 genotoxicity (DNA damage)), SR-HSE (Heat Shock Element response), SR-MMP (Mitochondrial Membrane Potential disruption), and SR-p53 (p53 tumor suppressor activation). (4) The drug is Clc1ccc(COC(Cn2ccnc2)c2ccc(Cl)cc2Cl)cc1. It tested positive (active) for: NR-AhR (Aryl hydrocarbon Receptor agonist activity), NR-Aromatase (Aromatase enzyme inhibition), and SR-HSE (Heat Shock Element response).